From a dataset of Full USPTO retrosynthesis dataset with 1.9M reactions from patents (1976-2016). Predict the reactants needed to synthesize the given product. (1) Given the product [C:50]([NH:53][NH:54][C:31](=[O:35])[CH2:12][CH:11]1[CH2:15][CH2:16][CH2:17][N:10]1[C:4]1[CH:5]=[CH:6][C:7]([C:8]#[N:9])=[C:2]([Cl:1])[C:3]=1[CH3:18])(=[O:52])[CH3:51], predict the reactants needed to synthesize it. The reactants are: [Cl:1][C:2]1[C:3]([CH3:18])=[C:4]([N:10]2[CH2:17][CH2:16][CH2:15][C@H:11]2[C:12](O)=O)[CH:5]=[CH:6][C:7]=1[C:8]#[N:9].C(N(CC)C(C)C)(C)C.CN([C:31]([O:35]N1N=NC2C=CC=CC1=2)=[N+](C)C)C.[B-](F)(F)(F)F.[C:50]([NH:53][NH2:54])(=[O:52])[CH3:51]. (2) Given the product [CH2:1]([O:3][C:4]([C:6]1[C:11]([O:12][S:21]([C:24]([F:27])([F:26])[F:25])(=[O:22])=[O:20])=[CH:10][CH:9]=[CH:8][N:7]=1)=[O:5])[CH3:2], predict the reactants needed to synthesize it. The reactants are: [CH2:1]([O:3][C:4]([C:6]1[C:11]([OH:12])=[CH:10][CH:9]=[CH:8][N:7]=1)=[O:5])[CH3:2].CCN(CC)CC.[O:20](S(C(F)(F)F)(=O)=O)[S:21]([C:24]([F:27])([F:26])[F:25])(=O)=[O:22].O. (3) Given the product [Cl:1][CH2:2][C:3]1[N:13]=[C:8]2[CH:9]=[CH:10][CH:11]=[CH:12][N:7]2[CH:4]=1, predict the reactants needed to synthesize it. The reactants are: [Cl:1][CH2:2][C:3](=O)[CH2:4]Cl.[N:7]1[CH:12]=[CH:11][CH:10]=[CH:9][C:8]=1[NH2:13]. (4) Given the product [CH:1]1([CH:5]2[N:14]3[C:9](=[CH:10][C:11](=[O:20])[C:12]([C:15]([OH:17])=[O:16])=[CH:13]3)[C:8]3[CH:21]=[C:22]([O:31][CH3:32])[C:23]([O:25][CH2:26][CH2:27][CH2:28][O:29][CH3:30])=[CH:24][C:7]=3[CH2:6]2)[CH2:2][CH2:3][CH2:4]1, predict the reactants needed to synthesize it. The reactants are: [CH:1]1([CH:5]2[N:14]3[C:9](=[CH:10][C:11](=[O:20])[C:12]([C:15]([O:17]CC)=[O:16])=[CH:13]3)[C:8]3[CH:21]=[C:22]([O:31][CH3:32])[C:23]([O:25][CH2:26][CH2:27][CH2:28][O:29][CH3:30])=[CH:24][C:7]=3[CH2:6]2)[CH2:4][CH2:3][CH2:2]1.O[Li].O.Cl. (5) Given the product [Cl:2][C:3]1[CH:8]=[CH:7][C:6]([NH:9][C:10]2[C:19]3[CH:18]=[CH:17][C:16]([CH3:20])=[C:15]([NH2:21])[C:14]=3[CH:13]=[CH:12][N:11]=2)=[CH:5][C:4]=1[CH2:24][N:25]([CH3:26])[CH3:27], predict the reactants needed to synthesize it. The reactants are: Cl.[Cl:2][C:3]1[CH:8]=[CH:7][C:6]([NH:9][C:10]2[C:19]3[C:14](=[C:15]([N+:21]([O-])=O)[C:16]([CH3:20])=[CH:17][CH:18]=3)[CH:13]=[CH:12][N:11]=2)=[CH:5][C:4]=1[CH2:24][N:25]([CH3:27])[CH3:26]. (6) Given the product [CH3:3][N:4]1[C:8]([C:9](=[O:11])[CH2:10][C:20]([O:21][CH2:22][CH3:23])=[O:24])=[N:7][CH:6]=[N:5]1, predict the reactants needed to synthesize it. The reactants are: [H-].[Na+].[CH3:3][N:4]1[C:8]([C:9](=[O:11])[CH3:10])=[N:7][CH:6]=[N:5]1.Cl.C([O-])(O)=O.[Na+].[Na+].[Cl-].[C:20](=O)([O:24]CC)[O:21][CH2:22][CH3:23]. (7) Given the product [Cl:21][C:9]1[S:10][C:11]2[CH:17]=[C:16]([N+:18]([O-:20])=[O:19])[CH:15]=[CH:14][C:12]=2[N:13]=1, predict the reactants needed to synthesize it. The reactants are: N(OC(C)(C)C)=O.N[C:9]1[S:10][C:11]2[CH:17]=[C:16]([N+:18]([O-:20])=[O:19])[CH:15]=[CH:14][C:12]=2[N:13]=1.[ClH:21]. (8) Given the product [NH2:14][C:12]([C:7]1[CH:8]=[N:9][C:10]2[C:5]([C:6]=1[NH:15][C:16]1[C:17]([CH3:22])=[CH:18][CH:19]=[CH:20][CH:21]=1)=[CH:4][C:3]([O:23][CH3:24])=[C:2]([O:1][CH2:32][CH2:33][CH2:34][C:35]([O:37][CH3:38])=[O:36])[CH:11]=2)=[O:13], predict the reactants needed to synthesize it. The reactants are: [OH:1][C:2]1[CH:11]=[C:10]2[C:5]([C:6]([NH:15][C:16]3[C:17]([CH3:22])=[CH:18][CH:19]=[CH:20][CH:21]=3)=[C:7]([C:12]([NH2:14])=[O:13])[CH:8]=[N:9]2)=[CH:4][C:3]=1[O:23][CH3:24].C([O-])([O-])=O.[K+].[K+].Cl[CH2:32][CH2:33][CH2:34][C:35]([O:37][CH3:38])=[O:36].